Dataset: Forward reaction prediction with 1.9M reactions from USPTO patents (1976-2016). Task: Predict the product of the given reaction. (1) Given the reactants [F:1][C:2]([F:14])([F:13])[O:3][C:4]1[CH:12]=[CH:11][C:7](C(O)=O)=[CH:6][CH:5]=1.CCN=C=NCCC[N:23]([CH3:25])C.Cl.C1C=CC2N([OH:36])N=NC=2C=1.CN1CCOCC1.N[C:45]1[CH:65]=[CH:64][CH:63]=[CH:62][C:46]=1[CH2:47][NH:48][C:49]1[C:58]2[C:53](=[C:54]([C:59]([NH2:61])=[O:60])[CH:55]=[CH:56][CH:57]=2)[N:52]=[CH:51][N:50]=1, predict the reaction product. The product is: [F:14][C:2]([F:1])([F:13])[O:3][C:4]1[CH:5]=[C:6]([CH:7]=[CH:11][CH:12]=1)[C:25]([NH:23][C:65]1[CH:45]=[C:46]([CH:62]=[CH:63][CH:64]=1)[CH2:47][NH:48][C:49]1[C:58]2[C:53](=[C:54]([C:59]([NH2:61])=[O:60])[CH:55]=[CH:56][CH:57]=2)[N:52]=[CH:51][N:50]=1)=[O:36]. (2) Given the reactants [C:1]([O:4][C@@H:5]1[C@@H:10]([O:11][C:12](=[O:14])[CH3:13])[C@H:9]([O:15][C:16](=[O:18])[CH3:17])[C@@H:8]([CH2:19][O:20][C:21](=[O:23])[CH3:22])[O:7][C@H:6]1[C:24]1[CH:29]=[CH:28][C:27]([Cl:30])=[C:26]([CH2:31][C:32]2[S:33][C:34](Br)=[CH:35][CH:36]=2)[CH:25]=1)(=[O:3])[CH3:2].[F:38][C:39]1[CH:40]=[C:41](B(O)O)[CH:42]=[CH:43][C:44]=1[CH:45]=[O:46], predict the reaction product. The product is: [C:1]([O:4][C@@H:5]1[C@@H:10]([O:11][C:12](=[O:14])[CH3:13])[C@H:9]([O:15][C:16](=[O:18])[CH3:17])[C@@H:8]([CH2:19][O:20][C:21](=[O:23])[CH3:22])[O:7][C@H:6]1[C:24]1[CH:29]=[CH:28][C:27]([Cl:30])=[C:26]([CH2:31][C:32]2[S:33][C:34]([C:41]3[CH:42]=[CH:43][C:44]([CH:45]=[O:46])=[C:39]([F:38])[CH:40]=3)=[CH:35][CH:36]=2)[CH:25]=1)(=[O:3])[CH3:2]. (3) Given the reactants [Cl:1][C:2]1[CH:7]=[CH:6][CH:5]=[CH:4][C:3]=1[C:8]1[N:9]([CH2:25][CH2:26]SC)[C:10]2[C:15]([N:16]=1)=[C:14]([N:17]1[CH2:22][CH2:21][N:20]([CH3:23])[CH2:19][CH2:18]1)[N:13]=[C:12]([CH3:24])[N:11]=2.[S:29]([O-:34])(O[O-])(=O)=[O:30].[K+].[K+].S(S([O-])=O)([O-])(=O)=O.[Na+].[Na+].O1CCC[CH2:47]1, predict the reaction product. The product is: [Cl:1][C:2]1[CH:7]=[CH:6][CH:5]=[CH:4][C:3]=1[C:8]1[N:9]([CH2:25][CH2:26][S:29]([CH3:47])(=[O:34])=[O:30])[C:10]2[C:15]([N:16]=1)=[C:14]([N:17]1[CH2:22][CH2:21][N:20]([CH3:23])[CH2:19][CH2:18]1)[N:13]=[C:12]([CH3:24])[N:11]=2. (4) The product is: [CH:1]1([CH2:4][O:5][C:6]2[CH:11]=[CH:10][C:9]([CH:12]([F:14])[F:13])=[CH:8][C:7]=2[C:15]2[C:16]3[NH:23][C:22]([CH3:24])=[C:21]([C:25]([OH:27])=[O:26])[C:17]=3[N:18]=[CH:19][N:20]=2)[CH2:3][CH2:2]1. Given the reactants [CH:1]1([CH2:4][O:5][C:6]2[CH:11]=[CH:10][C:9]([CH:12]([F:14])[F:13])=[CH:8][C:7]=2[C:15]2[C:16]3[NH:23][C:22]([CH3:24])=[C:21]([C:25]([O:27]CC)=[O:26])[C:17]=3[N:18]=[CH:19][N:20]=2)[CH2:3][CH2:2]1.C(O)CCC.CC([O-])(C)C.[K+].C(O)(=O)CC(CC(O)=O)(C(O)=O)O, predict the reaction product. (5) Given the reactants [CH3:1][C:2]1[N:7]([C:8]2[CH:13]=[CH:12][CH:11]=[CH:10][CH:9]=2)[C:6](=[O:14])[C:5]([C:15]([OH:17])=O)=[CH:4][CH:3]=1.[CH3:18][O:19][C:20]1[CH:27]=[CH:26][C:23]([CH2:24][NH2:25])=[CH:22][CH:21]=1, predict the reaction product. The product is: [CH3:18][O:19][C:20]1[CH:27]=[CH:26][C:23]([CH2:24][NH:25][C:15]([C:5]2[C:6](=[O:14])[N:7]([C:8]3[CH:9]=[CH:10][CH:11]=[CH:12][CH:13]=3)[C:2]([CH3:1])=[CH:3][CH:4]=2)=[O:17])=[CH:22][CH:21]=1. (6) Given the reactants [CH2:1]([O:8][C@H:9]1[C@@H:15]([O:16][CH2:17][C:18]2[CH:23]=[CH:22][CH:21]=[CH:20][CH:19]=2)[C@H:14]([O:24][CH2:25][C:26]2[CH:31]=[CH:30][CH:29]=[CH:28][CH:27]=2)[C@@H:13]([CH2:32][O:33][CH2:34][C:35]2[CH:40]=[CH:39][CH:38]=[CH:37][CH:36]=2)[O:12][CH:10]1[OH:11])[C:2]1[CH:7]=[CH:6][CH:5]=[CH:4][CH:3]=1.C([O:45][C:46](=[O:49])[CH2:47]Cl)(C)(C)C.COC(C)(C)C, predict the reaction product. The product is: [CH2:1]([O:8][C@H:9]1[C@@H:15]([O:16][CH2:17][C:18]2[CH:23]=[CH:22][CH:21]=[CH:20][CH:19]=2)[C@H:14]([O:24][CH2:25][C:26]2[CH:27]=[CH:28][CH:29]=[CH:30][CH:31]=2)[C@@H:13]([CH2:32][O:33][CH2:34][C:35]2[CH:36]=[CH:37][CH:38]=[CH:39][CH:40]=2)[O:12][CH:10]1[O:11][CH2:47][C:46]([OH:49])=[O:45])[C:2]1[CH:3]=[CH:4][CH:5]=[CH:6][CH:7]=1.